From a dataset of Forward reaction prediction with 1.9M reactions from USPTO patents (1976-2016). Predict the product of the given reaction. Given the reactants [F:1][C:2]1[CH:7]=[CH:6][CH:5]=[CH:4][C:3]=1[N:8]1[C:16]2[C:11](=[C:12]([N:17]3[CH2:21][CH2:20][NH:19][C:18]3=[O:22])[CH:13]=[CH:14][CH:15]=2)[CH:10]=[N:9]1.[O-]P([O-])([O-])=O.[K+].[K+].[K+].I[C:32]1[CH:37]=[CH:36][N:35]=[CH:34][CH:33]=1.CN[C@@H]1CCCC[C@H]1NC, predict the reaction product. The product is: [F:1][C:2]1[CH:7]=[CH:6][CH:5]=[CH:4][C:3]=1[N:8]1[C:16]2[C:11](=[C:12]([N:17]3[CH2:21][CH2:20][N:19]([C:32]4[CH:37]=[CH:36][N:35]=[CH:34][CH:33]=4)[C:18]3=[O:22])[CH:13]=[CH:14][CH:15]=2)[CH:10]=[N:9]1.